Dataset: Full USPTO retrosynthesis dataset with 1.9M reactions from patents (1976-2016). Task: Predict the reactants needed to synthesize the given product. (1) Given the product [F:1][C:2]1[CH:7]=[C:6]([CH2:8][OH:9])[CH:5]=[C:4]([F:10])[C:3]=1[C:11]1[CH:12]=[CH:13][CH:14]=[C:15]2[C:20]=1[CH:19]=[C:18]([C:21]([O:23][CH3:24])=[O:22])[CH:17]=[CH:16]2, predict the reactants needed to synthesize it. The reactants are: [F:1][C:2]1[CH:7]=[C:6]([CH:8]=[O:9])[CH:5]=[C:4]([F:10])[C:3]=1[C:11]1[CH:12]=[CH:13][CH:14]=[C:15]2[C:20]=1[CH:19]=[C:18]([C:21]([O:23][CH3:24])=[O:22])[CH:17]=[CH:16]2.[BH4-].[Na+].C1COCC1.CO. (2) Given the product [F:31][C:32]1[CH:33]=[CH:34][C:35]([CH3:42])=[C:36]([S:38]([NH:1][C:2]2[CH:7]=[CH:6][C:5]([N:8]3[CH2:13][CH2:12][NH:11][CH2:10][CH2:9]3)=[CH:4][C:3]=2[NH:21][S:22]([C:25]2[CH:30]=[CH:29][CH:28]=[CH:27][CH:26]=2)(=[O:24])=[O:23])(=[O:40])=[O:39])[CH:37]=1, predict the reactants needed to synthesize it. The reactants are: [NH2:1][C:2]1[CH:7]=[CH:6][C:5]([N:8]2[CH2:13][CH2:12][N:11](C(OC(C)(C)C)=O)[CH2:10][CH2:9]2)=[CH:4][C:3]=1[NH:21][S:22]([C:25]1[CH:30]=[CH:29][CH:28]=[CH:27][CH:26]=1)(=[O:24])=[O:23].[F:31][C:32]1[CH:33]=[CH:34][C:35]([CH3:42])=[C:36]([S:38](Cl)(=[O:40])=[O:39])[CH:37]=1. (3) Given the product [Cl:43][C:44]1[CH:49]=[CH:48][C:47]([CH2:50][O:38][C:36]2[CH:35]=[C:34]([F:39])[CH:33]=[C:32]3[C:37]=2[C:29]([CH2:28][CH2:27][N:26]([CH3:25])[CH3:42])=[CH:30][N:31]3[CH2:40][CH3:41])=[CH:46][CH:45]=1, predict the reactants needed to synthesize it. The reactants are: C(OC1C=CC(F)=C2C=1C(CCN(C)C)=CN2C)C1C=CC=CC=1.[CH3:25][N:26]([CH3:42])[CH2:27][CH2:28][C:29]1[C:37]2[C:36]([OH:38])=[CH:35][C:34]([F:39])=[CH:33][C:32]=2[N:31]([CH2:40][CH3:41])[CH:30]=1.[Cl:43][C:44]1[CH:49]=[CH:48][C:47]([CH2:50]Cl)=[CH:46][CH:45]=1. (4) Given the product [CH3:1][O:2][C:3]1[N:11]=[CH:10][CH:9]=[CH:8][C:4]=1[C:5]([NH:28][CH2:27][C:26]1([C:29]2[CH:30]=[CH:31][CH:32]=[CH:33][CH:34]=2)[CH2:25][CH2:13][CH2:12][CH2:19][CH2:18]1)=[O:7], predict the reactants needed to synthesize it. The reactants are: [CH3:1][O:2][C:3]1[N:11]=[CH:10][CH:9]=[CH:8][C:4]=1[C:5]([OH:7])=O.[C:12](Cl)(=O)[C:13](Cl)=O.[CH2:18](N(CC)CC)[CH3:19].[CH2:25]1[C@@H:27]([NH2:28])[C@@H:26]1[C:29]1[CH:34]=[CH:33][CH:32]=[CH:31][CH:30]=1. (5) Given the product [OH:17][CH2:16][C:13]1[CH:14]=[CH:15][C:10]([CH2:9][CH2:8][N:5]2[CH:6]=[CH:7][C:2]([O:1][CH2:20][C:21]3[CH:26]=[CH:25][N:24]=[CH:23][CH:22]=3)=[CH:3][C:4]2=[O:18])=[CH:11][CH:12]=1, predict the reactants needed to synthesize it. The reactants are: [OH:1][C:2]1[CH:7]=[CH:6][N:5]([CH2:8][CH2:9][C:10]2[CH:15]=[CH:14][C:13]([CH2:16][OH:17])=[CH:12][CH:11]=2)[C:4](=[O:18])[CH:3]=1.Br[CH2:20][C:21]1[CH:26]=[CH:25][N:24]=[CH:23][CH:22]=1.C(=O)([O-])[O-].[K+].[K+]. (6) Given the product [CH3:1][O:2][C:3](=[O:38])[C@@H:4]([NH:14][C:15]([C:17]1[C:18]([C:34]([F:35])([F:37])[F:36])=[N:19][C:20]([NH:23][CH2:24][CH2:25][CH2:26][C:27]2[CH:32]=[CH:31][CH:30]=[C:29]([OH:33])[CH:28]=2)=[N:21][CH:22]=1)=[O:16])[CH2:5][NH:6][C:7]([C:54]1[S:53][CH:57]=[CH:56][CH:55]=1)=[O:8], predict the reactants needed to synthesize it. The reactants are: [CH3:1][O:2][C:3](=[O:38])[C@@H:4]([NH:14][C:15]([C:17]1[C:18]([C:34]([F:37])([F:36])[F:35])=[N:19][C:20]([NH:23][CH2:24][CH2:25][CH2:26][C:27]2[CH:32]=[CH:31][CH:30]=[C:29]([OH:33])[CH:28]=2)=[N:21][CH:22]=1)=[O:16])[CH2:5][NH:6][C:7](OC(C)(C)C)=[O:8].C(O)(C(F)(F)F)=O.C(N(CC)CC)C.[S:53]1[CH:57]=[CH:56][CH:55]=[C:54]1C(O)=O.CN(C(ON1N=NC2C=CC=CC1=2)=[N+](C)C)C.F[P-](F)(F)(F)(F)F.C1C=CC2N(O)N=NC=2C=1. (7) The reactants are: [C:1]([O:5][C:6]([N:8]1[CH2:13][C@@H:12]([NH:14][O:15][CH2:16][C:17]2[CH:22]=[CH:21][CH:20]=[CH:19][CH:18]=2)[CH2:11][CH2:10][C@@H:9]1[C:23]#[N:24])=[O:7])([CH3:4])([CH3:3])[CH3:2].[N-:25]=[N+:26]=[N-:27].[Na+].Cl.C(N(CC)CC)C.[Cl-].[NH4+]. Given the product [C:1]([O:5][C:6]([N:8]1[CH2:13][C@@H:12]([NH:14][O:15][CH2:16][C:17]2[CH:18]=[CH:19][CH:20]=[CH:21][CH:22]=2)[CH2:11][CH2:10][C@@H:9]1[C:23]1[NH:27][N:26]=[N:25][N:24]=1)=[O:7])([CH3:4])([CH3:2])[CH3:3], predict the reactants needed to synthesize it. (8) Given the product [CH:4]1([N:7]([CH:34]2[CH2:35][CH2:36]2)[C:8]([C:10]2[N:31]([CH2:32][CH3:33])[C:13]3=[N:14][C:15]([NH:22][C:23]4[S:24][C:25]([C:28]([N:2]([CH3:3])[CH3:1])=[O:30])=[CH:26][N:27]=4)=[C:16]4[N:20]=[CH:19][N:18]([CH3:21])[C:17]4=[C:12]3[CH:11]=2)=[O:9])[CH2:6][CH2:5]1, predict the reactants needed to synthesize it. The reactants are: [CH3:1][NH:2][CH3:3].[CH:4]1([N:7]([CH:34]2[CH2:36][CH2:35]2)[C:8]([C:10]2[N:31]([CH2:32][CH3:33])[C:13]3=[N:14][C:15]([NH:22][C:23]4[S:24][C:25]([C:28]([OH:30])=O)=[CH:26][N:27]=4)=[C:16]4[N:20]=[CH:19][N:18]([CH3:21])[C:17]4=[C:12]3[CH:11]=2)=[O:9])[CH2:6][CH2:5]1. (9) Given the product [N:14]1[CH:15]=[CH:16][CH:17]=[C:12]([C:6]23[CH2:5][NH:4][CH2:11][CH:10]2[CH2:9][O:8][NH:7]3)[CH:13]=1, predict the reactants needed to synthesize it. The reactants are: C([N:4]1[CH2:11][CH:10]2[C:6]([C:12]3[CH:13]=[N:14][CH:15]=[CH:16][CH:17]=3)([NH:7][O:8][CH2:9]2)[CH2:5]1)C=C.